Dataset: Full USPTO retrosynthesis dataset with 1.9M reactions from patents (1976-2016). Task: Predict the reactants needed to synthesize the given product. (1) Given the product [CH2:1]([O:8][C:9]1[C:10]([O:17][CH2:27][CH:24]2[CH2:26][CH2:25]2)=[C:11]([CH:14]=[CH:15][CH:16]=1)[CH:12]=[O:13])[C:2]1[CH:3]=[CH:4][CH:5]=[CH:6][CH:7]=1, predict the reactants needed to synthesize it. The reactants are: [CH2:1]([O:8][C:9]1[C:10]([OH:17])=[C:11]([CH:14]=[CH:15][CH:16]=1)[CH:12]=[O:13])[C:2]1[CH:7]=[CH:6][CH:5]=[CH:4][CH:3]=1.C(=O)([O-])[O-].[Cs+].[Cs+].[CH:24]1([CH2:27]Br)[CH2:26][CH2:25]1.[Cl-].[NH4+]. (2) Given the product [CH:28]1[C:41]2[C:42]3=[C:43]4[C:38](=[CH:39][CH:40]=2)[CH:37]=[CH:36][CH:35]=[C:34]4[CH:33]=[CH:32][C:31]3=[C:30]([S:44][C:45]2[CH:52]=[CH:51][CH:50]=[CH:49][C:46]=2[CH:47]=[CH2:2])[CH:29]=1, predict the reactants needed to synthesize it. The reactants are: [I-].[CH3:2][P+](C1C=CC=CC=1)(C1C=CC=CC=1)C1C=CC=CC=1.CC(C)([O-])C.[K+].[CH:28]1[C:41]2[C:42]3=[C:43]4[C:38](=[CH:39][CH:40]=2)[CH:37]=[CH:36][CH:35]=[C:34]4[CH:33]=[CH:32][C:31]3=[C:30]([S:44][C:45]2[CH:52]=[CH:51][CH:50]=[CH:49][C:46]=2[CH:47]=O)[CH:29]=1.C(=O)(O)[O-].[Na+]. (3) Given the product [O:10]([C:11]([CH3:19])([CH3:18])[CH2:12][CH2:13][OH:14])[C:7]([CH3:8])([CH3:9])[CH2:6][CH2:5][OH:4], predict the reactants needed to synthesize it. The reactants are: C([O:4][CH2:5][CH2:6][C:7]([O:10][C:11]([CH3:19])([CH3:18])[CH2:12][CH2:13][O:14]C(=O)C)([CH3:9])[CH3:8])(=O)C. (4) Given the product [F:1][C:2]1[CH:3]=[C:4]([CH:5]=[C:6]([F:19])[C:7]=1[O:8][C:9]1[CH:10]=[N:11][CH:12]=[C:13]([C:15]([F:16])([F:17])[F:18])[CH:14]=1)[CH2:20][O:21][C:23]1[CH:34]=[C:27]2[N:28]([CH3:33])[C@H:29]([CH3:32])[CH2:30][CH2:31][N:26]2[C:25](=[O:35])[N:24]=1, predict the reactants needed to synthesize it. The reactants are: [F:1][C:2]1[CH:3]=[C:4]([CH2:20][OH:21])[CH:5]=[C:6]([F:19])[C:7]=1[O:8][C:9]1[CH:10]=[N:11][CH:12]=[C:13]([C:15]([F:18])([F:17])[F:16])[CH:14]=1.Cl[C:23]1[CH:34]=[C:27]2[N:28]([CH3:33])[C@H:29]([CH3:32])[CH2:30][CH2:31][N:26]2[C:25](=[O:35])[N:24]=1.